The task is: Predict the product of the given reaction.. This data is from Forward reaction prediction with 1.9M reactions from USPTO patents (1976-2016). Given the reactants OS(O)(=O)=O.C(=O)=O.[C:9]([C:13]1[CH:19]=[CH:18][CH:17]=[CH:16][C:14]=1[NH2:15])([CH3:12])([CH3:11])[CH3:10].[N+:20]([O-])([O-:22])=[O:21].[K+], predict the reaction product. The product is: [C:9]([C:13]1[CH:19]=[CH:18][C:17]([N+:20]([O-:22])=[O:21])=[CH:16][C:14]=1[NH2:15])([CH3:12])([CH3:10])[CH3:11].